This data is from Reaction yield outcomes from USPTO patents with 853,638 reactions. The task is: Predict the reaction yield, written as a fraction of the theoretical maximum amount of product (1.0 means a 100% yield; for example, 0.34 means a 34% yield). (1) The reactants are N1CCCCC1.[CH3:7][O:8][C:9]1[CH:10]=[C:11]([CH:14]=[CH:15][C:16]=1[O:17][CH2:18][CH2:19][C:20]#[C:21][CH2:22][CH3:23])[CH:12]=O.C([CH2:27][C:28]([NH:30][C:31]1[CH:39]=[CH:38][CH:37]=[CH:36][C:32]=1[C:33]([OH:35])=[O:34])=[O:29])(O)=O.Cl. The catalyst is C1(C)C=CC=CC=1. The product is [CH2:18]([O:17][C:16]1[CH:15]=[CH:14][C:11](/[CH:12]=[CH:27]/[C:28]([NH:30][C:31]2[CH:39]=[CH:38][CH:37]=[CH:36][C:32]=2[C:33]([OH:35])=[O:34])=[O:29])=[CH:10][C:9]=1[O:8][CH3:7])[CH2:19][C:20]#[C:21][CH2:22][CH3:23]. The yield is 0.650. (2) The reactants are [C:1]([O:5][C@@H:6]([C:11]1[C:40]([CH3:41])=[C:39]([CH:42]=C)[C:38]2=[N:44][C:35]3=[CH:36][N:37]2[C:12]=1[N:13]1[CH2:50][CH2:49][C:16]([CH3:51])([O:17][CH2:18][CH2:19][CH2:20][CH2:21][C@H:22]([CH3:48])[O:23][C:24]2[CH:25]=[CH:26][C:27]([F:47])=[C:28]([F:46])[C:29]=2[C:30]2[CH:45]=[C:34]3[CH:33]=[CH:32][CH:31]=2)[CH2:15][CH2:14]1)[C:7]([O:9][CH3:10])=[O:8])([CH3:4])([CH3:3])[CH3:2].I([O-])(=O)(=O)=[O:53].[Na+].CC(=O)OCC. The catalyst is O1CCOCC1.O.[Os](=O)(=O)(=O)=O. The product is [C:1]([O:5][C@@H:6]([C:11]1[C:40]([CH3:41])=[C:39]([CH:42]=[O:53])[C:38]2=[N:44][C:35]3=[CH:36][N:37]2[C:12]=1[N:13]1[CH2:50][CH2:49][C:16]([CH3:51])([O:17][CH2:18][CH2:19][CH2:20][CH2:21][C@H:22]([CH3:48])[O:23][C:24]2[CH:25]=[CH:26][C:27]([F:47])=[C:28]([F:46])[C:29]=2[C:30]2[CH:45]=[C:34]3[CH:33]=[CH:32][CH:31]=2)[CH2:15][CH2:14]1)[C:7]([O:9][CH3:10])=[O:8])([CH3:3])([CH3:4])[CH3:2]. The yield is 0.930. (3) The reactants are [CH3:1][O:2][C:3]1[CH:4]=[CH:5][C:6]2[O:10][C:9]([CH:11]([NH:18][C:19]3[CH:24]=[CH:23][C:22]([C:25]([NH:27][CH2:28][CH2:29][C:30]([O:32]CC)=[O:31])=[O:26])=[CH:21][CH:20]=3)[CH2:12][CH2:13][CH2:14][CH2:15][CH2:16][CH3:17])=[C:8]([CH3:35])[C:7]=2[CH:36]=1.O1CCCC1.[OH-].[Na+]. The catalyst is C(O)C. The product is [CH3:1][O:2][C:3]1[CH:4]=[CH:5][C:6]2[O:10][C:9]([CH:11]([NH:18][C:19]3[CH:20]=[CH:21][C:22]([C:25]([NH:27][CH2:28][CH2:29][C:30]([OH:32])=[O:31])=[O:26])=[CH:23][CH:24]=3)[CH2:12][CH2:13][CH2:14][CH2:15][CH2:16][CH3:17])=[C:8]([CH3:35])[C:7]=2[CH:36]=1. The yield is 0.710. (4) The reactants are [O:1]1[CH2:6][CH2:5][CH2:4][CH2:3][CH:2]1[O:7][CH2:8][CH2:9][CH2:10][C:11]1([C:24]#[N:25])[CH2:18][C:17]2[C:12]1(OC)[CH:13]=[C:14]([O:20][CH3:21])[C:15](=[O:19])[CH:16]=2.CC(O)=O.C1COCC1.C([O-])(O)=O.[Na+]. The catalyst is [Zn].O. The product is [OH:19][C:15]1[CH:16]=[C:17]2[C:12](=[CH:13][C:14]=1[O:20][CH3:21])[C:11]([CH2:10][CH2:9][CH2:8][O:7][CH:2]1[CH2:3][CH2:4][CH2:5][CH2:6][O:1]1)([C:24]#[N:25])[CH2:18]2. The yield is 0.850.